Task: Predict which catalyst facilitates the given reaction.. Dataset: Catalyst prediction with 721,799 reactions and 888 catalyst types from USPTO Product: [OH:11][CH2:10][CH:9]([NH:8][C:6](=[O:7])[O:5][C:1]([CH3:3])([CH3:2])[CH3:4])[C:13]1[CH:17]=[CH:16][S:15][CH:14]=1. Reactant: [C:1]([O:5][C:6]([NH:8][CH:9]([C:13]1[CH:17]=[CH:16][S:15][CH:14]=1)[C:10](O)=[O:11])=[O:7])([CH3:4])([CH3:3])[CH3:2].B.C1COCC1. The catalyst class is: 1.